This data is from Reaction yield outcomes from USPTO patents with 853,638 reactions. The task is: Predict the reaction yield, written as a fraction of the theoretical maximum amount of product (1.0 means a 100% yield; for example, 0.34 means a 34% yield). (1) The reactants are [SH:1][C:2]1[NH:10][C:9]2[C:4](=[N:5][CH:6]=[N:7][C:8]=2[NH2:11])[N:3]=1.CC1C=CC2C=CC3C=CC(C)=NC=3C=2N=1.O.O(C(C)(C)C)[Na].[Cl:35][C:36]1[CH:41]=[C:40](I)[CH:39]=[C:38]([I:43])[CH:37]=1.ClC1C=C(SC2NC3C(N=2)=C(N)N=CN=3)C=C(Cl)C=1. The catalyst is [Cu]I.CN(C=O)C. The product is [Cl:35][C:36]1[CH:41]=[C:40]([S:1][C:2]2[NH:3][C:4]3[C:9]([N:10]=2)=[C:8]([NH2:11])[N:7]=[CH:6][N:5]=3)[CH:39]=[C:38]([I:43])[CH:37]=1. The yield is 0.670. (2) The reactants are [C:1]([O:5][C:6](=[O:27])[N:7]([C:9]1[CH:14]=[CH:13][CH:12]=[C:11]([CH2:15][CH2:16][O:17][C:18]2[CH:19]=[C:20]3[C:24](=[CH:25][CH:26]=2)[NH:23][CH:22]=[CH:21]3)[N:10]=1)[CH3:8])([CH3:4])([CH3:3])[CH3:2].[CH3:28][O:29][C:30](=[O:39])[C:31]#[C:32][C:33]1[CH:34]=[N:35][CH:36]=[CH:37][CH:38]=1. No catalyst specified. The product is [CH3:28][O:29][C:30](=[O:39])[CH:31]=[C:32]([N:23]1[C:24]2[C:20](=[CH:19][C:18]([O:17][CH2:16][CH2:15][C:11]3[CH:12]=[CH:13][CH:14]=[C:9]([N:7]([C:6]([O:5][C:1]([CH3:4])([CH3:2])[CH3:3])=[O:27])[CH3:8])[N:10]=3)=[CH:26][CH:25]=2)[CH:21]=[CH:22]1)[C:33]1[CH:34]=[N:35][CH:36]=[CH:37][CH:38]=1. The yield is 0.960.